This data is from Peptide-MHC class I binding affinity with 185,985 pairs from IEDB/IMGT. The task is: Regression. Given a peptide amino acid sequence and an MHC pseudo amino acid sequence, predict their binding affinity value. This is MHC class I binding data. (1) The peptide sequence is RRDYRRGL. The MHC is HLA-B44:03 with pseudo-sequence HLA-B44:03. The binding affinity (normalized) is 0.190. (2) The MHC is HLA-A03:01 with pseudo-sequence HLA-A03:01. The peptide sequence is VTGFMEEEIK. The binding affinity (normalized) is 0.123. (3) The peptide sequence is IEGGWTGMI. The MHC is H-2-Kk with pseudo-sequence H-2-Kk. The binding affinity (normalized) is 1.00.